This data is from Forward reaction prediction with 1.9M reactions from USPTO patents (1976-2016). The task is: Predict the product of the given reaction. (1) Given the reactants [Cl:1][C:2]1[CH:10]=[CH:9][C:5]([C:6]([OH:8])=[O:7])=[C:4]([OH:11])[CH:3]=1.C(=O)([O-])[O-].[K+].[K+].[C:18](Cl)(=[O:22])[C:19]([CH3:21])=[O:20].Cl, predict the reaction product. The product is: [Cl:1][C:2]1[CH:10]=[CH:9][C:5]([C:6]([OH:8])=[O:7])=[C:4]([O:11][C:18](=[O:22])[C:19](=[O:20])[CH3:21])[CH:3]=1. (2) Given the reactants [CH2:1]([O:3][C:4]([C@@H:6]1[CH2:10][CH:9]([O:11][Si:12]([C:15]([CH3:18])([CH3:17])[CH3:16])([CH3:14])[CH3:13])[CH2:8][C@H:7]1[C:19](O)=[O:20])=[O:5])[CH3:2].O, predict the reaction product. The product is: [CH2:1]([O:3][C:4]([C@@H:6]1[CH2:10][CH:9]([O:11][Si:12]([C:15]([CH3:17])([CH3:16])[CH3:18])([CH3:13])[CH3:14])[CH2:8][C@H:7]1[CH2:19][OH:20])=[O:5])[CH3:2]. (3) Given the reactants [NH:1]1[CH:5]=[CH:4][CH:3]=[N:2]1.Br[C:7]1[CH:12]=[CH:11][C:10]([C:13]2[CH:18]=[CH:17][CH:16]=[CH:15][CH:14]=2)=[CH:9][CH:8]=1, predict the reaction product. The product is: [C:10]1([C:13]2[CH:14]=[CH:15][CH:16]=[CH:17][CH:18]=2)[CH:11]=[CH:12][C:7]([N:1]2[CH:5]=[CH:4][CH:3]=[N:2]2)=[CH:8][CH:9]=1. (4) Given the reactants CO[C:3]([C:5]1[CH:14]=[CH:13][C:12]2[CH2:11][CH2:10][CH:9]([NH2:15])[CH2:8][C:7]=2[CH:6]=1)=[O:4].[N:16]1[CH:21]=[CH:20][CH:19]=[C:18]([S:22](Cl)(=[O:24])=[O:23])[CH:17]=1.[OH:26][NH2:27].[OH-].[K+], predict the reaction product. The product is: [OH:26][NH:27][C:3]([C:5]1[CH:14]=[CH:13][C:12]2[CH2:11][CH2:10][CH:9]([NH:15][S:22]([C:18]3[CH:17]=[N:16][CH:21]=[CH:20][CH:19]=3)(=[O:24])=[O:23])[CH2:8][C:7]=2[CH:6]=1)=[O:4]. (5) Given the reactants Br[C:2]1[CH:7]=[C:6]([Cl:8])[CH:5]=[CH:4][C:3]=1[N:9]1[CH:13]=[CH:12][CH:11]=[CH:10]1.CCCCCC.C([Li])CCC.[Cl:25][C:26]1[C:33]([Cl:34])=[CH:32][CH:31]=[CH:30][C:27]=1[CH:28]=[O:29].[Cl-].[NH4+], predict the reaction product. The product is: [Cl:8][C:6]1[CH:5]=[CH:4][C:3]([N:9]2[CH:13]=[CH:12][CH:11]=[CH:10]2)=[C:2]([CH:28]([C:27]2[CH:30]=[CH:31][CH:32]=[C:33]([Cl:34])[C:26]=2[Cl:25])[OH:29])[CH:7]=1. (6) Given the reactants C(OC([N:8](CC1C=CC(OC)=CC=1)[C:9]1[CH:14]=[C:13]([CH2:15][C@H:16]2[C:19](=[O:20])[N:18]([C:21](=[O:36])[NH:22][C@@H:23]([C:25]3[CH:35]=[CH:34][C:28]4[O:29][C:30]([F:33])([F:32])[O:31][C:27]=4[CH:26]=3)[CH3:24])[C@@H:17]2[C:37]([O:39]CC2C=CC(OC)=CC=2)=[O:38])[CH:12]=[CH:11][N:10]=1)=O)(C)(C)C.C([SiH](CC)CC)C.[F:65][C:66]([F:71])([F:70])[C:67]([OH:69])=[O:68], predict the reaction product. The product is: [F:65][C:66]([F:71])([F:70])[C:67]([OH:69])=[O:68].[NH2:8][C:9]1[CH:14]=[C:13]([CH2:15][C@H:16]2[C:19](=[O:20])[N:18]([C:21](=[O:36])[NH:22][C@@H:23]([C:25]3[CH:35]=[CH:34][C:28]4[O:29][C:30]([F:33])([F:32])[O:31][C:27]=4[CH:26]=3)[CH3:24])[C@@H:17]2[C:37]([OH:39])=[O:38])[CH:12]=[CH:11][N:10]=1.